Predict the product of the given reaction. From a dataset of Forward reaction prediction with 1.9M reactions from USPTO patents (1976-2016). (1) Given the reactants [CH2:1]=[C:2]1[CH2:7][CH2:6][O:5][CH2:4][CH2:3]1.[CH:8]12[BH:16][CH:12]([CH2:13][CH2:14][CH2:15]1)[CH2:11][CH2:10][CH2:9]2, predict the reaction product. The product is: [CH:12]12[B:16]([CH2:1][CH:2]3[CH2:7][CH2:6][O:5][CH2:4][CH2:3]3)[CH:8]([CH2:15][CH2:14][CH2:13]1)[CH2:9][CH2:10][CH2:11]2. (2) The product is: [C:1]([Si:5]([CH3:14])([CH3:13])[O:6][CH2:7][CH2:8][CH2:9][C@@H:10]([OH:11])[CH2:12][NH:15][C:16]1[CH:17]=[CH:18][C:19]2[O:24][CH2:23][C:22](=[O:25])[NH:21][C:20]=2[CH:26]=1)([CH3:4])([CH3:3])[CH3:2]. Given the reactants [C:1]([Si:5]([CH3:14])([CH3:13])[O:6][CH2:7][CH2:8][CH2:9][C@@H:10]1[CH2:12][O:11]1)([CH3:4])([CH3:3])[CH3:2].[NH2:15][C:16]1[CH:17]=[CH:18][C:19]2[O:24][CH2:23][C:22](=[O:25])[NH:21][C:20]=2[CH:26]=1, predict the reaction product. (3) Given the reactants [C:1]([O:5][C:6]([NH:8][CH2:9][CH2:10][C:11]1[CH:18]=[CH:17][C:16]([Cl:19])=[CH:15][C:12]=1[CH2:13]O)=[O:7])([CH3:4])([CH3:3])[CH3:2].C1C=CC(P([N:34]=[N+:35]=[N-:36])(C2C=CC=CC=2)=O)=CC=1.[CH2:37]1[CH2:47][CH2:46]N2C(=NCCC2)CC1.[C:48](=O)([O-])[O-].[Na+].[Na+], predict the reaction product. The product is: [C:47]([CH:13]([N:36]=[N+:35]=[N-:34])[C:12]1[CH:15]=[C:16]([Cl:19])[CH:17]=[CH:18][C:11]=1[CH2:10][CH2:9][NH:8][C:6]([O:5][C:1]([CH3:4])([CH3:3])[CH3:2])=[O:7])([CH3:37])([CH3:48])[CH3:46]. (4) Given the reactants [Cl:1][C:2]1[S:3][C:4]([C:8]([OH:10])=O)=[C:5]([Cl:7])[N:6]=1.CCN(CC)CC.C1(P([N:32]=[N+:33]=[N-:34])(C2C=CC=CC=2)=O)C=CC=CC=1, predict the reaction product. The product is: [Cl:1][C:2]1[S:3][C:4]([C:8]([N:32]=[N+:33]=[N-:34])=[O:10])=[C:5]([Cl:7])[N:6]=1. (5) Given the reactants [S:1]1[CH:5]=[CH:4][CH:3]=[C:2]1[C:6](Cl)=[O:7].[CH2:9]([NH2:11])[CH3:10], predict the reaction product. The product is: [CH2:9]([NH:11][C:6]([C:2]1[S:1][CH:5]=[CH:4][CH:3]=1)=[O:7])[CH3:10]. (6) Given the reactants [F:1][C:2]1[CH:3]=[CH:4][C:5]([N+:9]([O-:11])=[O:10])=[C:6]([OH:8])[CH:7]=1.C([O-])([O-])=O.[K+].[K+].[CH2:18](Br)[C:19]1[CH:24]=[CH:23][CH:22]=[CH:21][CH:20]=1.O, predict the reaction product. The product is: [CH2:18]([O:8][C:6]1[CH:7]=[C:2]([F:1])[CH:3]=[CH:4][C:5]=1[N+:9]([O-:11])=[O:10])[C:19]1[CH:24]=[CH:23][CH:22]=[CH:21][CH:20]=1. (7) Given the reactants [CH3:1][O:2][C:3]1[N:8]=[N:7][C:6]([C:9]2[CH:10]=[C:11]([CH:15]=[CH:16][C:17]=2[CH3:18])[C:12](O)=[O:13])=[CH:5][C:4]=1[N:19]1[CH2:24][CH2:23][O:22][CH2:21][CH2:20]1.ClC(N(C)C)=C(C)C.[F:33][C:34]([F:43])([F:42])[C:35]1[CH:40]=[C:39]([NH2:41])[CH:38]=[CH:37][N:36]=1, predict the reaction product. The product is: [CH3:1][O:2][C:3]1[N:8]=[N:7][C:6]([C:9]2[CH:10]=[C:11]([CH:15]=[CH:16][C:17]=2[CH3:18])[C:12]([NH:41][C:39]2[CH:38]=[CH:37][N:36]=[C:35]([C:34]([F:43])([F:33])[F:42])[CH:40]=2)=[O:13])=[CH:5][C:4]=1[N:19]1[CH2:24][CH2:23][O:22][CH2:21][CH2:20]1.